Dataset: Catalyst prediction with 721,799 reactions and 888 catalyst types from USPTO. Task: Predict which catalyst facilitates the given reaction. (1) Reactant: [NH2:1][C:2]1[NH:6][N:5]=[C:4]([NH:7][C:8]2[CH:9]=[N:10][CH:11]=[CH:12][CH:13]=2)[C:3]=1[C:14]#[N:15].C(=O)([O-])[O-:17].[K+].[K+].OO. Product: [NH2:1][C:2]1[NH:6][N:5]=[C:4]([NH:7][C:8]2[CH:9]=[N:10][CH:11]=[CH:12][CH:13]=2)[C:3]=1[C:14]([NH2:15])=[O:17]. The catalyst class is: 16. (2) Reactant: [CH3:1][C:2]1[C:6]2[N:7]=[C:8]([Sn](CCCC)(CCCC)CCCC)[N:9]=[C:10]([N:11]3[CH2:16][CH2:15][O:14][CH2:13][CH2:12]3)[C:5]=2[S:4][C:3]=1[CH2:30][N:31]1[CH2:36][CH2:35][N:34]([C:37]([CH3:42])([CH3:41])[C:38]([NH2:40])=[O:39])[CH2:33][CH2:32]1.C(OC([N:50]1[C:54]2=[N:55][CH:56]=[CH:57][C:58](Br)=[C:53]2[CH:52]=[CH:51]1)=O)(C)(C)C. Product: [CH3:42][C:37]([N:34]1[CH2:35][CH2:36][N:31]([CH2:30][C:3]2[S:4][C:5]3[C:10]([N:11]4[CH2:16][CH2:15][O:14][CH2:13][CH2:12]4)=[N:9][C:8]([C:58]4[CH:57]=[CH:56][N:55]=[C:54]5[NH:50][CH:51]=[CH:52][C:53]=45)=[N:7][C:6]=3[C:2]=2[CH3:1])[CH2:32][CH2:33]1)([CH3:41])[C:38]([NH2:40])=[O:39]. The catalyst class is: 432. (3) Reactant: [CH2:1]([N:8]1[CH2:12][CH:11]([C:13]2[CH:18]=[CH:17][C:16]([Cl:19])=[C:15]([Cl:20])[CH:14]=2)[CH:10]([CH:21]([OH:31])[CH2:22][O:23][Si:24]([C:27]([CH3:30])([CH3:29])[CH3:28])([CH3:26])[CH3:25])[CH2:9]1)[C:2]1[CH:7]=[CH:6][CH:5]=[CH:4][CH:3]=1.C1C=CC(P(C2C=CC=CC=2)C2C=CC=CC=2)=CC=1.[Cl:51][C:52]1[CH:53]=[CH:54][C:55](O)=[N:56][CH:57]=1.C1C=CC(COC(/N=N/C(OCC2C=CC=CC=2)=O)=O)=CC=1. Product: [CH2:1]([N:8]1[CH2:12][CH:11]([C:13]2[CH:18]=[CH:17][C:16]([Cl:19])=[C:15]([Cl:20])[CH:14]=2)[CH:10]([CH:21]([O:31][C:55]2[CH:54]=[CH:53][C:52]([Cl:51])=[CH:57][N:56]=2)[CH2:22][O:23][Si:24]([C:27]([CH3:28])([CH3:30])[CH3:29])([CH3:26])[CH3:25])[CH2:9]1)[C:2]1[CH:7]=[CH:6][CH:5]=[CH:4][CH:3]=1. The catalyst class is: 56. (4) Product: [CH2:1]([C:8]1[N:9]([C:14]2[S:15][CH:16]=[CH:17][CH:18]=2)[C:10](=[S:28])[NH:11][N:12]=1)[C:2]1[CH:7]=[CH:6][CH:5]=[CH:4][CH:3]=1. The catalyst class is: 11. Reactant: [CH2:1]([C:8]1[N:9]([C:14]2[S:15][CH:16]=[CH:17][CH:18]=2)[C:10](=O)[NH:11][N:12]=1)[C:2]1[CH:7]=[CH:6][CH:5]=[CH:4][CH:3]=1.COC1C=CC(P2(SP(C3C=CC(OC)=CC=3)(=S)S2)=[S:28])=CC=1. (5) Reactant: [C:1]([C:3]1[CH:4]=[C:5]2[C:10](=[CH:11][CH:12]=1)[CH:9]=[N:8][CH:7]=[CH:6]2)#[CH:2].[Li+].C[Si]([N-][Si](C)(C)C)(C)C.S([C:33]#[N:34])(C1C=CC(C)=CC=1)(=O)=O. Product: [CH:9]1[C:10]2[C:5](=[CH:4][C:3]([C:1]#[C:2][C:33]#[N:34])=[CH:12][CH:11]=2)[CH:6]=[CH:7][N:8]=1. The catalyst class is: 1. (6) The catalyst class is: 3. Product: [Cl:1][C:2]1[CH:7]=[C:6]([Cl:8])[CH:5]=[CH:4][C:3]=1[O:9][C:19]1[CH:20]=[CH:21][CH:22]=[C:17]([F:16])[C:18]=1[N+:24]([O-:26])=[O:25]. Reactant: [Cl:1][C:2]1[CH:7]=[C:6]([Cl:8])[CH:5]=[CH:4][C:3]=1[OH:9].C(=O)([O-])[O-].[Cs+].[Cs+].[F:16][C:17]1[CH:22]=[CH:21][C:20](F)=[CH:19][C:18]=1[N+:24]([O-:26])=[O:25].O. (7) Reactant: [Br:1][C:2]1[CH:7]=[C:6]([CH3:8])[C:5]([N+:9]([O-])=O)=[CH:4][C:3]=1[CH3:12].N#N.O.NN. Product: [NH2:9][C:5]1[CH:4]=[C:3]([CH3:12])[C:2]([Br:1])=[CH:7][C:6]=1[CH3:8]. The catalyst class is: 94.